Predict which catalyst facilitates the given reaction. From a dataset of Catalyst prediction with 721,799 reactions and 888 catalyst types from USPTO. Reactant: [F:1][C:2]1[CH:7]=[C:6]([N+:8]([O-])=O)[CH:5]=[CH:4][C:3]=1[N:11]1[CH2:16][CH2:15][N:14]([CH2:17][CH2:18][O:19][CH3:20])[CH2:13][CH2:12]1.[H][H]. Product: [F:1][C:2]1[CH:7]=[C:6]([CH:5]=[CH:4][C:3]=1[N:11]1[CH2:12][CH2:13][N:14]([CH2:17][CH2:18][O:19][CH3:20])[CH2:15][CH2:16]1)[NH2:8]. The catalyst class is: 123.